This data is from Forward reaction prediction with 1.9M reactions from USPTO patents (1976-2016). The task is: Predict the product of the given reaction. (1) Given the reactants [Cl:1][C:2]1[CH:7]=[C:6]([Cl:8])[CH:5]=[CH:4][C:3]=1[C:9]1[N:10]=[C:11]([CH2:30]C)[C:12]([NH:17][C@@H:18]2[C:26]3[C:21](=[CH:22][CH:23]=[CH:24][CH:25]=3)[CH2:20][C@@H:19]2[O:27][CH2:28][CH3:29])=[N:13][C:14]=1[CH2:15]C.Cl[C:33]1C=C(Cl)C=CC=1C1N=C(C)C(N[C@@H]2C3C(=CC=CC=3)C[C@@H]2O)=NC=1C.IC(C)C, predict the reaction product. The product is: [Cl:1][C:2]1[CH:7]=[C:6]([Cl:8])[CH:5]=[CH:4][C:3]=1[C:9]1[N:10]=[C:11]([CH3:30])[C:12]([NH:17][C@@H:18]2[C:26]3[C:21](=[CH:22][CH:23]=[CH:24][CH:25]=3)[CH2:20][C@@H:19]2[O:27][CH:28]([CH3:29])[CH3:33])=[N:13][C:14]=1[CH3:15]. (2) Given the reactants [N:1]1[CH:6]=[CH:5][C:4]([C:7]2[CH:12]=[CH:11][C:10]([NH:13][C:14](=[O:16])[CH3:15])=[CH:9][CH:8]=2)=[CH:3][CH:2]=1.C1C(=O)N([Br:24])C(=O)C1, predict the reaction product. The product is: [Br:24][C:11]1[CH:12]=[C:7]([C:4]2[CH:5]=[CH:6][N:1]=[CH:2][CH:3]=2)[CH:8]=[CH:9][C:10]=1[NH:13][C:14](=[O:16])[CH3:15]. (3) Given the reactants C[O:2][C:3]1[CH:4]=[C:5]2[C:10](=[CH:11][CH:12]=1)[C:9]([O:13][C:14]1[CH:19]=[CH:18][C:17]([NH:20][S:21]([CH3:24])(=[O:23])=[O:22])=[CH:16][CH:15]=1)=[C:8]([C:25]1[CH:30]=[CH:29][CH:28]=[CH:27][CH:26]=1)[C:7]([CH3:31])=[CH:6]2.B(Br)(Br)Br.CCOC(C)=O, predict the reaction product. The product is: [OH:2][C:3]1[CH:4]=[C:5]2[C:10](=[CH:11][CH:12]=1)[C:9]([O:13][C:14]1[CH:19]=[CH:18][C:17]([NH:20][S:21]([CH3:24])(=[O:23])=[O:22])=[CH:16][CH:15]=1)=[C:8]([C:25]1[CH:26]=[CH:27][CH:28]=[CH:29][CH:30]=1)[C:7]([CH3:31])=[CH:6]2. (4) Given the reactants [OH-].[Na+].[CH:3]1([N:7]2[CH2:12][CH2:11][CH:10]([O:13][C:14]3[CH:19]=[CH:18][C:17]([C:20]4([C:26]([O:28]CC)=[O:27])[CH2:25][CH2:24][O:23][CH2:22][CH2:21]4)=[CH:16][CH:15]=3)[CH2:9][CH2:8]2)[CH2:6][CH2:5][CH2:4]1.Cl, predict the reaction product. The product is: [CH:3]1([N:7]2[CH2:12][CH2:11][CH:10]([O:13][C:14]3[CH:19]=[CH:18][C:17]([C:20]4([C:26]([OH:28])=[O:27])[CH2:25][CH2:24][O:23][CH2:22][CH2:21]4)=[CH:16][CH:15]=3)[CH2:9][CH2:8]2)[CH2:4][CH2:5][CH2:6]1. (5) Given the reactants [CH2:1]([C:8]1[S:12][C:11]([NH2:13])=[CH:10][C:9]=1[C:14]1[CH:19]=[CH:18][CH:17]=[CH:16][CH:15]=1)[C:2]1[CH:7]=[CH:6][CH:5]=[CH:4][CH:3]=1.[CH2:20]([O:22][C:23]1[CH:24]=[C:25]([C:29](=[O:35])[CH2:30][CH2:31][C:32](O)=[O:33])[CH:26]=[CH:27][CH:28]=1)[CH3:21].C1C=CC2N(O)N=NC=2C=1.CCN=C=NCCCN(C)C, predict the reaction product. The product is: [CH2:1]([C:8]1[S:12][C:11]([NH:13][C:32](=[O:33])[CH2:31][CH2:30][C:29]([C:25]2[CH:26]=[CH:27][CH:28]=[C:23]([O:22][CH2:20][CH3:21])[CH:24]=2)=[O:35])=[CH:10][C:9]=1[C:14]1[CH:19]=[CH:18][CH:17]=[CH:16][CH:15]=1)[C:2]1[CH:3]=[CH:4][CH:5]=[CH:6][CH:7]=1.